This data is from Forward reaction prediction with 1.9M reactions from USPTO patents (1976-2016). The task is: Predict the product of the given reaction. (1) Given the reactants [Cl:1][C:2]1[N:7]=[C:6]2[S:8][C:9]([CH2:11][N:12]3C(=O)C4C(=CC=CC=4)C3=O)=[CH:10][C:5]2=[CH:4][CH:3]=1.NN.O, predict the reaction product. The product is: [Cl:1][C:2]1[N:7]=[C:6]2[S:8][C:9]([CH2:11][NH2:12])=[CH:10][C:5]2=[CH:4][CH:3]=1. (2) Given the reactants [NH2:1][C:2]1[CH:3]=[CH:4][C:5]([S:53]([CH:56]2[CH2:58][CH2:57]2)(=[O:55])=[O:54])=[C:6]([CH2:8][N:9]([CH3:52])[C:10]([CH:12]([NH:26][C:27]2[CH:28]=[C:29]3[C:34](=[CH:35][CH:36]=2)[C:33]([N:37]([C:45]([O:47][C:48]([CH3:51])([CH3:50])[CH3:49])=[O:46])[C:38](=[O:44])[O:39][C:40]([CH3:43])([CH3:42])[CH3:41])=[N:32][CH:31]=[CH:30]3)[C:13]2[CH:18]=[CH:17][C:16]([C@H:19]([CH2:23][OH:24])[CH:20]([F:22])[F:21])=[C:15]([CH3:25])[CH:14]=2)=[O:11])[CH:7]=1.[C:59](Cl)(Cl)=[O:60], predict the reaction product. The product is: [C:40]([O:39][C:38]([N:37]([C:33]1[C:34]2[C:29](=[CH:28][C:27]([NH:26][C@H:12]3[C:10](=[O:11])[N:9]([CH3:52])[CH2:8][C:6]4[CH:7]=[C:2]([CH:3]=[CH:4][C:5]=4[S:53]([CH:56]4[CH2:57][CH2:58]4)(=[O:54])=[O:55])[NH:1][C:59](=[O:60])[O:24][CH2:23][C@H:19]([CH:20]([F:21])[F:22])[C:16]4[CH:17]=[CH:18][C:13]3=[CH:14][C:15]=4[CH3:25])=[CH:36][CH:35]=2)[CH:30]=[CH:31][N:32]=1)[C:45](=[O:46])[O:47][C:48]([CH3:49])([CH3:50])[CH3:51])=[O:44])([CH3:43])([CH3:42])[CH3:41]. (3) Given the reactants CC(C)([O-])C.[Na+].[CH3:7][C:8]([NH:14][C:15](=[O:22])[C:16]1[CH:21]=[CH:20][CH:19]=[CH:18][CH:17]=1)([CH3:13])[CH2:9][C:10](=[O:12])[CH3:11].[CH2:23]([O:25][CH:26]([O:32][CH2:33][CH3:34])[C:27](OCC)=[O:28])[CH3:24], predict the reaction product. The product is: [CH2:23]([O:25][CH:26]([O:32][CH2:33][CH3:34])[C:27](=[O:28])[CH2:11][C:10](=[O:12])[CH2:9][C:8]([NH:14][C:15](=[O:22])[C:16]1[CH:17]=[CH:18][CH:19]=[CH:20][CH:21]=1)([CH3:7])[CH3:13])[CH3:24]. (4) Given the reactants [CH2:1]([C:4]1[C:12]2[N:11]=[C:10]([CH2:13][O:14][C:15]3[CH:20]=[CH:19][C:18]([Cl:21])=[CH:17][CH:16]=3)[N:9](CCCC3CCNCC3)[C:8]=2[CH:7]=[CH:6][CH:5]=1)[CH:2]=[CH2:3].C(=O)([O-])[O-].[K+].[K+].[I-].[K+].[N:39]1([CH2:45][CH2:46][CH2:47]Cl)[CH2:44][CH2:43][CH2:42][CH2:41][CH2:40]1.[CH3:49][N:50]([CH3:53])C=O, predict the reaction product. The product is: [CH2:1]([C:4]1[C:12]2[NH:11][C:10]([CH2:13][O:14][C:15]3[CH:20]=[CH:19][C:18]([Cl:21])=[CH:17][CH:16]=3)=[N:9][C:8]=2[CH:7]=[CH:6][C:5]=1[CH2:3][CH2:2][CH2:1][CH:4]1[CH2:12][CH2:53][N:50]([CH2:47][CH2:46][CH2:45][N:39]2[CH2:40][CH2:41][CH2:42][CH2:43][CH2:44]2)[CH2:49][CH2:5]1)[CH:2]=[CH2:3]. (5) Given the reactants [F:1][C:2]1[CH:30]=[CH:29][C:5]([CH2:6][N:7]2[CH2:12][CH2:11][CH2:10][CH2:9][C@@H:8]2[C:13]([NH:15][C:16]2([C:19]3[CH:28]=[CH:27][C:22]([C:23]([O:25]C)=[O:24])=[CH:21][CH:20]=3)[CH2:18][CH2:17]2)=[O:14])=[CH:4][C:3]=1[CH3:31].O[Li].O, predict the reaction product. The product is: [F:1][C:2]1[CH:30]=[CH:29][C:5]([CH2:6][N:7]2[CH2:12][CH2:11][CH2:10][CH2:9][C@@H:8]2[C:13]([NH:15][C:16]2([C:19]3[CH:20]=[CH:21][C:22]([C:23]([OH:25])=[O:24])=[CH:27][CH:28]=3)[CH2:18][CH2:17]2)=[O:14])=[CH:4][C:3]=1[CH3:31]. (6) Given the reactants Cl[C:2]1[CH:7]=[CH:6][C:5]([C:8]2([C:12]3[C:21]4[C:16](=[CH:17][CH:18]=[C:19]([OH:22])[CH:20]=4)[CH2:15][CH2:14][N:13]=3)[CH2:11][CH2:10][CH2:9]2)=[CH:4][CH:3]=1.[F:23]C1C=CC(C2(C(O)=O)CCC2)=CC=1, predict the reaction product. The product is: [F:23][C:2]1[CH:7]=[CH:6][C:5]([C:8]2([C:12]3[C:21]4[C:16](=[CH:17][CH:18]=[C:19]([OH:22])[CH:20]=4)[CH2:15][CH2:14][N:13]=3)[CH2:11][CH2:10][CH2:9]2)=[CH:4][CH:3]=1. (7) The product is: [CH3:1][O:2][C:3]1[CH:8]=[CH:7][CH:6]=[CH:5][C:4]=1[CH:9]([OH:11])[CH3:10]. Given the reactants [CH3:1][O:2][C:3]1[CH:8]=[CH:7][CH:6]=[CH:5][C:4]=1[C:9](=[O:11])[CH3:10].[OH-].[K+], predict the reaction product. (8) The product is: [CH3:10][C:11]1[S:20][C:19]2[NH:18][C:17]3[CH:21]=[CH:22][CH:23]=[CH:24][C:16]=3[N:15]=[C:14]([N:37]3[CH2:36][CH2:35][NH:34][C@@H:33]([CH2:32][CH2:31][C:28]4[CH:29]=[CH:30][S:26][CH:27]=4)[CH2:38]3)[C:13]=2[CH:12]=1. Given the reactants FC(F)(F)S(OC)(=O)=O.[CH3:10][C:11]1[S:20][C:19]2[NH:18][C:17]3[CH:21]=[CH:22][CH:23]=[CH:24][C:16]=3[NH:15][C:14](=S)[C:13]=2[CH:12]=1.[S:26]1[CH:30]=[CH:29][C:28]([CH2:31][CH2:32][C@H:33]2[CH2:38][NH:37][CH2:36][CH2:35][NH:34]2)=[CH:27]1.S1C=CC=C1CC[C@H]1CNCCN1, predict the reaction product.